From a dataset of Catalyst prediction with 721,799 reactions and 888 catalyst types from USPTO. Predict which catalyst facilitates the given reaction. (1) The catalyst class is: 3. Product: [CH3:1][O:2][C:3](=[O:12])[C:4]1[CH:9]=[CH:8][CH:7]=[C:6]([CH2:10][N:13]2[CH2:17][CH2:16][CH2:15][CH2:14]2)[CH:5]=1. Reactant: [CH3:1][O:2][C:3](=[O:12])[C:4]1[CH:9]=[CH:8][CH:7]=[C:6]([CH2:10]Br)[CH:5]=1.[NH:13]1[CH2:17][CH2:16][CH2:15][CH2:14]1.C([O-])([O-])=O.[K+].[K+]. (2) Reactant: [F:1][C:2]1[CH:8]=[CH:7][C:5]([NH2:6])=[CH:4][C:3]=1[O:9][CH3:10].[CH:11](=O)/[CH:12]=[CH:13]/[CH3:14].[OH-].[NH4+]. Product: [F:1][C:2]1[CH:8]=[C:7]2[C:5](=[CH:4][C:3]=1[O:9][CH3:10])[N:6]=[C:13]([CH3:14])[CH:12]=[CH:11]2. The catalyst class is: 33. (3) Reactant: [CH3:1][N:2]([CH2:10][C:11]1[CH:15]=[C:14]([C:16]2[C:17](=[O:23])[N:18]([CH3:22])[CH:19]=[CH:20][CH:21]=2)[N:13]([S:24]([C:27]2[CH:32]=[CH:31][CH:30]=[CH:29][CH:28]=2)(=[O:26])=[O:25])[CH:12]=1)C(=O)OC(C)(C)C.C(OCC)(=O)C.[ClH:39]. Product: [ClH:39].[CH3:22][N:18]1[CH:19]=[CH:20][CH:21]=[C:16]([C:14]2[N:13]([S:24]([C:27]3[CH:28]=[CH:29][CH:30]=[CH:31][CH:32]=3)(=[O:26])=[O:25])[CH:12]=[C:11]([CH2:10][NH:2][CH3:1])[CH:15]=2)[C:17]1=[O:23]. The catalyst class is: 336. (4) Reactant: [N:1]1[CH:6]=[CH:5][CH:4]=[CH:3][C:2]=1[C:7]([NH:9][NH2:10])=[O:8].[CH2:11]([O:18][CH2:19][C:20](Cl)=[O:21])[C:12]1[CH:17]=[CH:16][CH:15]=[CH:14][CH:13]=1.C(N(CC)CC)C. Product: [CH2:11]([O:18][CH2:19][C:20]([NH:10][NH:9][C:7](=[O:8])[C:2]1[CH:3]=[CH:4][CH:5]=[CH:6][N:1]=1)=[O:21])[C:12]1[CH:17]=[CH:16][CH:15]=[CH:14][CH:13]=1. The catalyst class is: 4. (5) Reactant: C[O:2][C:3](=[O:32])[CH2:4][O:5][C:6]1[CH:15]=[CH:14][C:13]([F:16])=[C:12]2[C:7]=1[C:8]([O:28][CH:29]([F:31])[F:30])=[C:9]([CH2:19][C:20]1[CH:25]=[CH:24][C:23]([Cl:26])=[CH:22][C:21]=1[Cl:27])[C:10]([CH2:17][CH3:18])=[N:11]2.CO.O.[OH-].[Na+]. Product: [Cl:27][C:21]1[CH:22]=[C:23]([Cl:26])[CH:24]=[CH:25][C:20]=1[CH2:19][C:9]1[C:10]([CH2:17][CH3:18])=[N:11][C:12]2[C:7]([C:8]=1[O:28][CH:29]([F:30])[F:31])=[C:6]([O:5][CH2:4][C:3]([OH:32])=[O:2])[CH:15]=[CH:14][C:13]=2[F:16]. The catalyst class is: 15. (6) Reactant: [NH:1]1[C:9]2[C:4](=[N:5][CH:6]=[CH:7][CH:8]=2)[CH:3]=[CH:2]1.[Cl:10][CH2:11][CH2:12][C@H:13]([C:15]1[CH:20]=[CH:19][CH:18]=[CH:17][CH:16]=1)O. Product: [Cl:10][CH2:11][CH2:12][C@H:13]([N:1]1[C:9]2[C:4](=[N:5][CH:6]=[CH:7][CH:8]=2)[CH:3]=[CH:2]1)[C:15]1[CH:20]=[CH:19][CH:18]=[CH:17][CH:16]=1. The catalyst class is: 5. (7) Reactant: [Br:1][C:2]1[CH:7]=[CH:6][C:5]([Cl:8])=[CH:4][C:3]=1[F:9].C([N-]C(C)C)(C)C.[Li+].B(OC)(OC)[O:19]C.C(OO)(=O)C. Product: [Br:1][C:2]1[C:3]([F:9])=[C:4]([OH:19])[C:5]([Cl:8])=[CH:6][CH:7]=1. The catalyst class is: 30. (8) Reactant: FC(F)(F)C(O)=O.[N:8]1([C:14]2[N:19]3[N:20]=[C:21]([C:23]4[CH:28]=[CH:27][CH:26]=[CH:25][CH:24]=4)[CH:22]=[C:18]3[N:17]=[C:16]([NH:29][NH2:30])[CH:15]=2)[CH2:13][CH2:12][O:11][CH2:10][CH2:9]1.[C:31]([C:33]1[CH:40]=[CH:39][CH:38]=[CH:37][C:34]=1[CH:35]=O)#[N:32]. Product: [C:31]([C:33]1[CH:40]=[CH:39][CH:38]=[CH:37][C:34]=1[CH:35]=[N:30][NH:29][C:16]1[CH:15]=[C:14]([N:8]2[CH2:13][CH2:12][O:11][CH2:10][CH2:9]2)[N:19]2[N:20]=[C:21]([C:23]3[CH:28]=[CH:27][CH:26]=[CH:25][CH:24]=3)[CH:22]=[C:18]2[N:17]=1)#[N:32]. The catalyst class is: 8. (9) Reactant: C([O:4][C@H:5]1[CH2:22][CH2:21][C@@:20]2([CH3:23])[C@@H:7]([CH2:8][CH2:9][C@:10]3([CH3:47])[C@@H:19]2[CH2:18][CH2:17][C@H:16]2[C@@:11]3([CH3:46])[CH2:12][CH2:13][C@@:14]3([C:30](=[O:45])[NH:31][C@@H:32]4[CH2:35][C@H:34]([C:36]([N:38]5[CH2:42][CH2:41][CH2:40][CH2:39]5)=[O:37])[C:33]4([CH3:44])[CH3:43])[CH2:26][CH2:25][C@@H:24]([C:27]([CH3:29])=[CH2:28])[C@@H:15]32)[C:6]1([CH3:49])[CH3:48])(=O)C.[OH-].[Na+]. Product: [CH3:43][C:33]1([CH3:44])[C@@H:34]([C:36]([N:38]2[CH2:39][CH2:40][CH2:41][CH2:42]2)=[O:37])[CH2:35][C@H:32]1[NH:31][C:30]([C@:14]12[CH2:26][CH2:25][C@@H:24]([C:27]([CH3:29])=[CH2:28])[C@@H:15]1[C@@H:16]1[C@@:11]([CH3:46])([CH2:12][CH2:13]2)[C@@:10]2([CH3:47])[C@@H:19]([C@:20]3([CH3:23])[C@@H:7]([CH2:8][CH2:9]2)[C:6]([CH3:48])([CH3:49])[C@@H:5]([OH:4])[CH2:22][CH2:21]3)[CH2:18][CH2:17]1)=[O:45]. The catalyst class is: 92. (10) Reactant: [Cl:1][C:2]1[CH:3]=[CH:4][C:5]([CH:24]=[O:25])=[C:6]2[C:10]=1[N:9]=[C:8]1[N:11]([C:15]3[C:16]([CH3:23])=[N:17][C:18]([O:21][CH3:22])=[CH:19][CH:20]=3)[CH2:12][CH2:13][CH2:14][N:7]21.[CH:26]1([Mg]Br)[CH2:28][CH2:27]1. Product: [Cl:1][C:2]1[C:10]2[N:9]=[C:8]3[N:11]([C:15]4[C:16]([CH3:23])=[N:17][C:18]([O:21][CH3:22])=[CH:19][CH:20]=4)[CH2:12][CH2:13][CH2:14][N:7]3[C:6]=2[C:5]([CH:24]([CH:26]2[CH2:28][CH2:27]2)[OH:25])=[CH:4][CH:3]=1. The catalyst class is: 7.